Dataset: Reaction yield outcomes from USPTO patents with 853,638 reactions. Task: Predict the reaction yield, written as a fraction of the theoretical maximum amount of product (1.0 means a 100% yield; for example, 0.34 means a 34% yield). (1) The reactants are [NH2:1][C:2]1[C:3]([SH:9])=[N:4][CH:5]=[N:6][C:7]=1[Cl:8].CO[C:12](OC)(OC)[CH:13]([CH3:15])[CH3:14]. The catalyst is C(O)C. The product is [Cl:8][C:7]1[C:2]2[N:1]=[C:12]([CH:13]([CH3:15])[CH3:14])[S:9][C:3]=2[N:4]=[CH:5][N:6]=1. The yield is 0.150. (2) The reactants are [F:1][C:2]([F:18])([F:17])[C:3]1[O:7][N:6]=[C:5]([C:8]2[CH:9]=[C:10]([CH:14]=[CH:15][CH:16]=2)[C:11]([OH:13])=O)[N:4]=1.CN(C(ON1N=NC2C=CC=NC1=2)=[N+](C)C)C.F[P-](F)(F)(F)(F)F.[CH2:43]([CH:50]1[CH2:55][CH2:54][CH2:53][NH:52][CH2:51]1)[C:44]1[CH:49]=[CH:48][CH:47]=[CH:46][CH:45]=1.CN1CCOCC1. The catalyst is CN(C=O)C.CCOC(C)=O. The product is [CH2:43]([CH:50]1[CH2:55][CH2:54][CH2:53][N:52]([C:11]([C:10]2[CH:14]=[CH:15][CH:16]=[C:8]([C:5]3[N:4]=[C:3]([C:2]([F:1])([F:18])[F:17])[O:7][N:6]=3)[CH:9]=2)=[O:13])[CH2:51]1)[C:44]1[CH:49]=[CH:48][CH:47]=[CH:46][CH:45]=1. The yield is 0.440. (3) The reactants are [F:1][C:2]1[C:3]([F:13])=[C:4]([F:12])[C:5]2[S:9][C:8]([NH2:10])=[N:7][C:6]=2[CH:11]=1.[CH3:14][O:15][C:16]1[CH:24]=[CH:23][C:19]([C:20](Cl)=[O:21])=[CH:18][CH:17]=1.Br[CH:26]([CH2:31][CH3:32])[C:27]([O:29]C)=[O:28].COC1C=CC2N=C(N)SC=2C=1.ClC1C=C(C=CC=1)C(Cl)=O.BrCC(OCC)=O. No catalyst specified. The product is [F:1][C:2]1[C:3]([F:13])=[C:4]([F:12])[C:5]2[S:9][C:8](=[N:10][C:20](=[O:21])[C:19]3[CH:23]=[CH:24][C:16]([O:15][CH3:14])=[CH:17][CH:18]=3)[N:7]([CH:26]([CH2:31][CH3:32])[C:27]([OH:29])=[O:28])[C:6]=2[CH:11]=1. The yield is 0.170. (4) The reactants are [CH3:1][O:2][C:3]([C:5]1([C:8]2[CH:13]=[CH:12][C:11]([O:14]C)=[C:10]([N+:16]([O-:18])=[O:17])[CH:9]=2)[CH2:7][CH2:6]1)=[O:4].B(Br)(Br)Br.O. The catalyst is C(Cl)Cl. The product is [CH3:1][O:2][C:3]([C:5]1([C:8]2[CH:13]=[CH:12][C:11]([OH:14])=[C:10]([N+:16]([O-:18])=[O:17])[CH:9]=2)[CH2:6][CH2:7]1)=[O:4]. The yield is 0.780. (5) The reactants are C([O:7][C:8]1[CH:9]=[C:10]([CH2:14][C@H:15]([O:20][CH:21]([CH3:23])[CH3:22])[C:16]([O:18][CH3:19])=[O:17])[CH:11]=[CH:12][CH:13]=1)(=O)C(C)(C)C.S(=O)(=O)(O)O.C1(C)C=CC=CC=1.O. The catalyst is CO. The product is [OH:7][C:8]1[CH:9]=[C:10]([CH2:14][C@H:15]([O:20][CH:21]([CH3:23])[CH3:22])[C:16]([O:18][CH3:19])=[O:17])[CH:11]=[CH:12][CH:13]=1. The yield is 0.990. (6) The yield is 0.280. The reactants are [S:1]1[CH:5]=[CH:4][CH:3]=[C:2]1[S:6]([NH:9][C:10]1[CH:11]=[C:12]([O:22][C:23]([F:26])([F:25])[F:24])[CH:13]=[C:14]2[C:18]=1[NH:17][C:16]([C:19]([NH2:21])=O)=[CH:15]2)(=[O:8])=[O:7].COC1C=CC(P2(SP(C3C=CC(OC)=CC=3)(=S)S2)=[S:36])=CC=1.[C:49]([O:54][CH2:55][CH3:56])(=[O:53])[C:50]#[C:51][CH3:52].C(P(CCCC)CCCC)CCC. The product is [S:1]1[CH:5]=[CH:4][CH:3]=[C:2]1[S:6]([NH:9][C:10]1[CH:11]=[C:12]([O:22][C:23]([F:24])([F:25])[F:26])[CH:13]=[C:14]2[C:18]=1[NH:17][C:16]([C:19]1[S:36][CH:51]([CH2:50][C:49]([O:54][CH2:55][CH3:56])=[O:53])[CH2:52][N:21]=1)=[CH:15]2)(=[O:8])=[O:7]. The catalyst is O1CCCC1.C1(C)C=CC=CC=1.